This data is from Forward reaction prediction with 1.9M reactions from USPTO patents (1976-2016). The task is: Predict the product of the given reaction. (1) The product is: [Br:1][C:2]1[CH:7]=[CH:6][N:5]=[C:4]([C:8](=[O:10])[CH3:9])[CH:3]=1. Given the reactants [Br:1][C:2]1[CH:7]=[CH:6][N:5]=[C:4]([CH:8]([OH:10])[CH3:9])[CH:3]=1.CC(OI1(OC(C)=O)(OC(C)=O)OC(=O)C2C=CC=CC1=2)=O, predict the reaction product. (2) Given the reactants [F:1][C:2]([F:18])([F:17])[C:3]1[CH:8]=[CH:7][CH:6]=[CH:5][C:4]=1[C:9]1[CH:14]=[CH:13][C:12]([CH:15]=O)=[CH:11][CH:10]=1.[CH3:19][NH:20][CH2:21][CH:22]([C:24]1[CH:29]=[CH:28][CH:27]=[CH:26][CH:25]=1)[OH:23].[BH-](OC(C)=O)(OC(C)=O)OC(C)=O.[Na+], predict the reaction product. The product is: [CH3:19][N:20]([CH2:21][CH:22]([C:24]1[CH:29]=[CH:28][CH:27]=[CH:26][CH:25]=1)[OH:23])[CH2:15][C:12]1[CH:13]=[CH:14][C:9]([C:4]2[CH:5]=[CH:6][CH:7]=[CH:8][C:3]=2[C:2]([F:18])([F:17])[F:1])=[CH:10][CH:11]=1. (3) The product is: [CH3:22][N:21]1[C:20]2[C:15](=[N:16][C:17]([CH3:23])=[CH:18][CH:19]=2)[N:14]=[C:9]1[CH2:8][O:7][C:6]1[CH:12]=[CH:13][C:3]([C:1]#[N:2])=[CH:4][CH:5]=1. Given the reactants [C:1]([C:3]1[CH:13]=[CH:12][C:6]([O:7][CH2:8][C:9](O)=O)=[CH:5][CH:4]=1)#[N:2].[NH2:14][C:15]1[C:20]([NH:21][CH3:22])=[CH:19][CH:18]=[C:17]([CH3:23])[N:16]=1, predict the reaction product. (4) Given the reactants [OH:1][C:2]1[C:10]2[O:9][C:8]([NH:11][CH2:12][C:13]([OH:15])=[O:14])=[C:7]([C:16](=[O:29])[C:17]3[CH:22]=[C:21]([O:23][CH3:24])[C:20]([O:25][CH3:26])=[C:19]([O:27][CH3:28])[CH:18]=3)[C:6]=2[CH:5]=[CH:4][C:3]=1[O:30][CH3:31].[CH3:32][Si](Cl)(C)C, predict the reaction product. The product is: [CH3:32][O:14][C:13](=[O:15])[CH2:12][NH:11][C:8]1[O:9][C:10]2[C:2]([OH:1])=[C:3]([O:30][CH3:31])[CH:4]=[CH:5][C:6]=2[C:7]=1[C:16](=[O:29])[C:17]1[CH:18]=[C:19]([O:27][CH3:28])[C:20]([O:25][CH3:26])=[C:21]([O:23][CH3:24])[CH:22]=1. (5) Given the reactants [C:1](Cl)(=[O:8])[C:2]1[CH:7]=[CH:6][CH:5]=[CH:4][CH:3]=1.[NH2:10][C:11]1[CH:12]=[C:13]([C:18]([F:21])([F:20])[F:19])[CH:14]=[CH:15][C:16]=1[CH3:17], predict the reaction product. The product is: [C:1]([NH:10][C:11]1[CH:12]=[C:13]([C:18]([F:19])([F:20])[F:21])[CH:14]=[CH:15][C:16]=1[CH3:17])(=[O:8])[C:2]1[CH:7]=[CH:6][CH:5]=[CH:4][CH:3]=1. (6) Given the reactants [Br:1][C:2]1[CH:9]=[CH:8][CH:7]=[CH:6][C:3]=1[CH:4]=O.C([O-])([O-])=O.[Cs+].[Cs+].C([N:19]1[CH2:24][C:23](=[O:25])[N:22]([C:26](=[O:28])[CH3:27])[CH:21]([CH2:29][C:30]2[CH:35]=[CH:34][CH:33]=[CH:32][CH:31]=2)[C:20]1=[O:36])(=O)C.C(O)(=O)CC(CC(O)=O)(C(O)=O)O, predict the reaction product. The product is: [C:26]([N:22]1[CH:21]([CH2:29][C:30]2[CH:31]=[CH:32][CH:33]=[CH:34][CH:35]=2)[C:20](=[O:36])[NH:19][C:24](=[CH:4][C:3]2[CH:6]=[CH:7][CH:8]=[CH:9][C:2]=2[Br:1])[C:23]1=[O:25])(=[O:28])[CH3:27]. (7) Given the reactants [I-].[Li+].[F:3][C:4]1[CH:5]=[C:6]([C:12]2[S:13][C:14]3[CH2:15][N:16]([C:21](=[O:23])[CH3:22])[CH2:17][CH2:18][C:19]=3[N:20]=2)[CH:7]=[CH:8][C:9]=1[O:10]C, predict the reaction product. The product is: [F:3][C:4]1[CH:5]=[C:6]([C:12]2[S:13][C:14]3[CH2:15][N:16]([C:21](=[O:23])[CH3:22])[CH2:17][CH2:18][C:19]=3[N:20]=2)[CH:7]=[CH:8][C:9]=1[OH:10]. (8) Given the reactants [F:1][C:2]1[CH:7]=[CH:6][CH:5]=[C:4]([F:8])[C:3]=1[CH:9]1[NH:14][C:13]2[CH:15]=[CH:16][C:17](B3OC(C)(C)C(C)(C)O3)=[CH:18][C:12]=2[O:11][CH2:10]1.FC(F)(F)S(O[C:34]1[N:35]=[C:36]([C:41]2[CH:45]=[C:44]([CH3:46])[O:43][N:42]=2)[S:37][C:38]=1[CH2:39][CH3:40])(=O)=O, predict the reaction product. The product is: [F:8][C:4]1[CH:5]=[CH:6][CH:7]=[C:2]([F:1])[C:3]=1[CH:9]1[CH2:10][O:11][C:12]2[CH:18]=[C:17]([C:34]3[N:35]=[C:36]([C:41]4[CH:45]=[C:44]([CH3:46])[O:43][N:42]=4)[S:37][C:38]=3[CH2:39][CH3:40])[CH:16]=[CH:15][C:13]=2[NH:14]1. (9) Given the reactants [C:1]([N:4]1[C:13]2[C:8](=[CH:9][C:10]([C:14](O)=[O:15])=[CH:11][CH:12]=2)[C@H:7]([NH:17][C:18]2[N:23]=[C:22]([CH3:24])[CH:21]=[CH:20][N:19]=2)[C@@H:6]([CH3:25])[C@@H:5]1[CH:26]1[CH2:28][CH2:27]1)(=[O:3])[CH3:2].C[N:30](C(ON1N=NC2C=CC=NC1=2)=[N+](C)C)C.F[P-](F)(F)(F)(F)F.CCN(C(C)C)C(C)C.[Cl-].[NH4+], predict the reaction product. The product is: [C:1]([N:4]1[C:13]2[C:8](=[CH:9][C:10]([C:14]([NH2:30])=[O:15])=[CH:11][CH:12]=2)[C@H:7]([NH:17][C:18]2[N:23]=[C:22]([CH3:24])[CH:21]=[CH:20][N:19]=2)[C@@H:6]([CH3:25])[C@@H:5]1[CH:26]1[CH2:28][CH2:27]1)(=[O:3])[CH3:2]. (10) Given the reactants C[O:2][C:3]([C:5]1[C:6]([F:23])=[C:7]2[C:11](=[CH:12][CH:13]=1)[NH:10][N:9]=[C:8]2[C:14]1[S:18][C:17]2[CH:19]=[CH:20][CH:21]=[CH:22][C:16]=2[CH:15]=1)=[O:4].[OH-].[Na+].Cl, predict the reaction product. The product is: [S:18]1[C:14]([C:8]2[C:7]3[C:11](=[CH:12][CH:13]=[C:5]([C:3]([OH:4])=[O:2])[C:6]=3[F:23])[NH:10][N:9]=2)=[CH:15][C:16]2[CH:22]=[CH:21][CH:20]=[CH:19][C:17]1=2.